Dataset: Forward reaction prediction with 1.9M reactions from USPTO patents (1976-2016). Task: Predict the product of the given reaction. (1) The product is: [CH2:1]([O:8][CH2:9][C@H:10]([O:14][CH2:15][CH:16]=[N:24][OH:25])[CH2:11][CH:12]=[CH2:13])[C:2]1[CH:7]=[CH:6][CH:5]=[CH:4][CH:3]=1. Given the reactants [CH2:1]([O:8][CH2:9][C@H:10]([O:14][CH2:15][CH:16]=O)[CH2:11][CH:12]=[CH2:13])[C:2]1[CH:7]=[CH:6][CH:5]=[CH:4][CH:3]=1.C([O-])(=O)C.[Na+].Cl.[NH2:24][OH:25], predict the reaction product. (2) Given the reactants I[CH2:2][C:3]1[N:4]([CH3:16])[C:5](=[O:15])[CH:6]=[C:7]([C:9]2[CH:14]=[CH:13][N:12]=[CH:11][N:10]=2)[N:8]=1.[C:17]1(=[O:27])[NH:21][C:20](=[O:22])[C:19]2=[CH:23][CH:24]=[CH:25][CH:26]=[C:18]12.[K].O, predict the reaction product. The product is: [CH3:16][N:4]1[C:5](=[O:15])[CH:6]=[C:7]([C:9]2[CH:14]=[CH:13][N:12]=[CH:11][N:10]=2)[N:8]=[C:3]1[CH2:2][N:21]1[C:17](=[O:27])[C:18]2[C:19](=[CH:23][CH:24]=[CH:25][CH:26]=2)[C:20]1=[O:22]. (3) Given the reactants [CH:1]([C:4]1[CH:9]=[CH:8][C:7]([C:10]2[CH:11]=[C:12]([C:15]3[CH:16]=[C:17]([CH:23]=[CH:24][CH:25]=3)[C:18]([O:20]CC)=[O:19])[S:13][CH:14]=2)=[CH:6][CH:5]=1)([CH3:3])[CH3:2].O[Li].O.Cl, predict the reaction product. The product is: [CH:1]([C:4]1[CH:5]=[CH:6][C:7]([C:10]2[CH:11]=[C:12]([C:15]3[CH:16]=[C:17]([CH:23]=[CH:24][CH:25]=3)[C:18]([OH:20])=[O:19])[S:13][CH:14]=2)=[CH:8][CH:9]=1)([CH3:3])[CH3:2]. (4) Given the reactants C(O)(=O)C.[NH2:5][CH2:6][C@@H:7]([C:9]1[CH:10]=[CH:11][C:12]([OH:20])=[C:13]([NH:15][S:16]([CH3:19])(=[O:18])=[O:17])[CH:14]=1)[OH:8].[O:21]=[C:22]1[N:26]([CH2:27][C:28]([O:30][C:31]([CH3:34])([CH3:33])[CH3:32])=[O:29])[C:25](=[O:35])[CH:24]([CH2:36][C:37]2[CH:42]=[CH:41][C:40]([N:43]3[CH2:48][CH2:47][C:46](=O)[CH2:45][CH2:44]3)=[CH:39][CH:38]=2)[S:23]1.C(O[BH-](OC(=O)C)OC(=O)C)(=O)C.[Na+], predict the reaction product. The product is: [C:31]([O:30][C:28](=[O:29])[CH2:27][N:26]1[C:25](=[O:35])[CH:24]([CH2:36][C:37]2[CH:42]=[CH:41][C:40]([N:43]3[CH2:44][CH2:45][CH:46]([NH:5][CH2:6][C@H:7]([OH:8])[C:9]4[CH:10]=[CH:11][C:12]([OH:20])=[C:13]([NH:15][S:16]([CH3:19])(=[O:18])=[O:17])[CH:14]=4)[CH2:47][CH2:48]3)=[CH:39][CH:38]=2)[S:23][C:22]1=[O:21])([CH3:34])([CH3:32])[CH3:33].